From a dataset of Peptide-MHC class I binding affinity with 185,985 pairs from IEDB/IMGT. Regression. Given a peptide amino acid sequence and an MHC pseudo amino acid sequence, predict their binding affinity value. This is MHC class I binding data. (1) The peptide sequence is SFAEIHQAF. The MHC is HLA-B15:01 with pseudo-sequence HLA-B15:01. The binding affinity (normalized) is 0.601. (2) The peptide sequence is NYSKYWYLNH. The MHC is HLA-A03:01 with pseudo-sequence HLA-A03:01. The binding affinity (normalized) is 0. (3) The peptide sequence is LSPQQVCYNF. The MHC is Mamu-A01 with pseudo-sequence Mamu-A01. The binding affinity (normalized) is 0.828. (4) The binding affinity (normalized) is 0.591. The peptide sequence is SMFEPEREK. The MHC is HLA-A03:01 with pseudo-sequence HLA-A03:01.